Dataset: Forward reaction prediction with 1.9M reactions from USPTO patents (1976-2016). Task: Predict the product of the given reaction. (1) Given the reactants [C:1]([N:8]1[CH2:12][C@@H:11]([F:13])[CH2:10][C@H:9]1[C:14]([OH:16])=O)([O:3][C:4]([CH3:7])([CH3:6])[CH3:5])=[O:2].[F-].[Na+].[F:19]C1(F)N(C)CCN1C, predict the reaction product. The product is: [C:1]([N:8]1[CH2:12][C@@H:11]([F:13])[CH2:10][C@H:9]1[C:14]([F:19])=[O:16])([O:3][C:4]([CH3:7])([CH3:6])[CH3:5])=[O:2]. (2) Given the reactants Br[Si:2]([CH3:5])([CH3:4])[CH3:3].C([O:8][P:9]([C:14]1[CH:19]=[CH:18][C:17]([F:20])=[CH:16][CH:15]=1)(=[O:13])[O:10]CC)C, predict the reaction product. The product is: [CH3:3][Si:2]([O:8][P:9]([C:14]1[CH:19]=[CH:18][C:17]([F:20])=[CH:16][CH:15]=1)(=[O:13])[O:10][Si:2]([CH3:5])([CH3:4])[CH3:3])([CH3:5])[CH3:4]. (3) Given the reactants [NH:1]([C:8]([O:10][CH2:11][C:12]1[CH:17]=[CH:16][CH:15]=[CH:14][CH:13]=1)=[O:9])[C@H:2]([C:5]([OH:7])=O)[CH2:3][OH:4].[NH2:18][C@H:19]([C:30]([O:32][CH3:33])=[O:31])[CH2:20][C:21]1[C:29]2[C:24](=[CH:25][CH:26]=[CH:27][CH:28]=2)[NH:23][CH:22]=1.C(=O)=O, predict the reaction product. The product is: [NH:1]([C:8]([O:10][CH2:11][C:12]1[CH:17]=[CH:16][CH:15]=[CH:14][CH:13]=1)=[O:9])[C@H:2]([C:5]([NH:18][C@H:19]([C:30]([O:32][CH3:33])=[O:31])[CH2:20][C:21]1[C:29]2[C:24](=[CH:25][CH:26]=[CH:27][CH:28]=2)[NH:23][CH:22]=1)=[O:7])[CH2:3][OH:4]. (4) The product is: [Br:20][C:17]1[CH:18]=[CH:19][C:14]([CH:8]([C:5]2[CH:4]=[CH:3][C:2]([Br:1])=[CH:7][CH:6]=2)[S:9][CH2:10][C:11]([NH:24][CH2:21][CH2:22][CH3:23])=[O:13])=[CH:15][CH:16]=1. Given the reactants [Br:1][C:2]1[CH:7]=[CH:6][C:5]([CH:8]([C:14]2[CH:19]=[CH:18][C:17]([Br:20])=[CH:16][CH:15]=2)[S:9][CH2:10][C:11]([OH:13])=O)=[CH:4][CH:3]=1.[CH2:21]([NH2:24])[CH2:22][CH3:23], predict the reaction product. (5) Given the reactants [O:1]1[CH:5]=[CH:4][C:3]([C:6]([NH:8][C:9]2[CH:10]=[CH:11][C:12]([CH3:24])=[C:13]([C:15]3[CH:20]=[CH:19][C:18]([C:21](O)=[O:22])=[CH:17][CH:16]=3)[CH:14]=2)=[O:7])=[CH:2]1.[C:25]([O:29][C:30]([N:32]1[CH2:37][CH2:36][CH:35]([CH2:38][NH2:39])[CH2:34][CH2:33]1)=[O:31])([CH3:28])([CH3:27])[CH3:26].CN(C(ON1N=NC2C=CC=NC1=2)=[N+](C)C)C.F[P-](F)(F)(F)(F)F.C1C=CC2N(O)N=NC=2C=1.CCN(C(C)C)C(C)C, predict the reaction product. The product is: [C:25]([O:29][C:30]([N:32]1[CH2:37][CH2:36][CH:35]([CH2:38][NH:39][C:21]([C:18]2[CH:17]=[CH:16][C:15]([C:13]3[C:12]([CH3:24])=[CH:11][CH:10]=[C:9]([NH:8][C:6]([C:3]4[CH:4]=[CH:5][O:1][CH:2]=4)=[O:7])[CH:14]=3)=[CH:20][CH:19]=2)=[O:22])[CH2:34][CH2:33]1)=[O:31])([CH3:28])([CH3:27])[CH3:26]. (6) Given the reactants [N:1]1[CH:6]=[CH:5][CH:4]=[CH:3][C:2]=1[CH2:7][O:8][C:9]1[N:14]=[C:13]([NH:15][CH2:16][C:17]2[CH:22]=[CH:21][C:20]([O:23][CH3:24])=[C:19]([NH:25][CH3:26])[CH:18]=2)[C:12]([C:27]([C:29]2[CH:34]=[C:33]([O:35][CH3:36])[C:32]([O:37][CH3:38])=[C:31]([O:39][CH3:40])[CH:30]=2)=[O:28])=[CH:11][N:10]=1.[S:41](Cl)([CH3:44])(=[O:43])=[O:42].C(N(CC)CC)C.C(=O)([O-])O.[Na+], predict the reaction product. The product is: [N:1]1[CH:6]=[CH:5][CH:4]=[CH:3][C:2]=1[CH2:7][O:8][C:9]1[N:14]=[C:13]([NH:15][CH2:16][C:17]2[CH:22]=[CH:21][C:20]([O:23][CH3:24])=[C:19]([N:25]([S:41]([CH3:44])(=[O:43])=[O:42])[CH3:26])[CH:18]=2)[C:12]([C:27]([C:29]2[CH:30]=[C:31]([O:39][CH3:40])[C:32]([O:37][CH3:38])=[C:33]([O:35][CH3:36])[CH:34]=2)=[O:28])=[CH:11][N:10]=1. (7) Given the reactants Cl[C:2]1[N:7]=[C:6]([NH:8][C@H:9]([C:11]2[N:16]=[C:15]3[CH:17]=[CH:18][N:19]([CH3:20])[C:14]3=[CH:13][C:12]=2[C:21]2[N:25]([CH3:26])[N:24]=[CH:23][CH:22]=2)[CH3:10])[C:5]([C:27]#[N:28])=[CH:4][N:3]=1.[OH-].[NH4+:30], predict the reaction product. The product is: [NH2:30][C:2]1[N:7]=[C:6]([NH:8][C@H:9]([C:11]2[N:16]=[C:15]3[CH:17]=[CH:18][N:19]([CH3:20])[C:14]3=[CH:13][C:12]=2[C:21]2[N:25]([CH3:26])[N:24]=[CH:23][CH:22]=2)[CH3:10])[C:5]([C:27]#[N:28])=[CH:4][N:3]=1. (8) Given the reactants [CH:1]1([CH:7]([NH:21][C:22]2[CH:27]=[CH:26][C:25]([C:28]([N:30]([CH3:38])[CH2:31][CH2:32][C:33]([O:35]CC)=[O:34])=[O:29])=[CH:24][CH:23]=2)[C:8]2[O:9][C:10]3[CH:19]=[CH:18][C:17]([F:20])=[CH:16][C:11]=3[C:12]=2[CH2:13][O:14][CH3:15])[CH2:6][CH2:5][CH2:4][CH2:3][CH2:2]1.O1CCCC1.[OH-].[Na+], predict the reaction product. The product is: [CH:1]1([CH:7]([NH:21][C:22]2[CH:23]=[CH:24][C:25]([C:28]([N:30]([CH3:38])[CH2:31][CH2:32][C:33]([OH:35])=[O:34])=[O:29])=[CH:26][CH:27]=2)[C:8]2[O:9][C:10]3[CH:19]=[CH:18][C:17]([F:20])=[CH:16][C:11]=3[C:12]=2[CH2:13][O:14][CH3:15])[CH2:6][CH2:5][CH2:4][CH2:3][CH2:2]1.